This data is from Reaction yield outcomes from USPTO patents with 853,638 reactions. The task is: Predict the reaction yield, written as a fraction of the theoretical maximum amount of product (1.0 means a 100% yield; for example, 0.34 means a 34% yield). (1) The reactants are [Cl:1][C:2]1[C:7]([O:8][CH:9]2[CH2:14][CH2:13][NH:12][CH2:11][CH2:10]2)=[CH:6][CH:5]=[CH:4][C:3]=1[C@H:15]([O:17][C:18]1[CH:22]=[C:21]([N:23]2[C:27]3[CH:28]=[CH:29][C:30]([C:32]4[CH:33]=[N:34][N:35]([CH3:37])[CH:36]=4)=[CH:31][C:26]=3[N:25]=[CH:24]2)[S:20][C:19]=1[C:38]([NH2:40])=[O:39])[CH3:16].C=O.[C:43](O)(=O)C.C(O[BH-](OC(=O)C)OC(=O)C)(=O)C.[Na+]. The catalyst is C(Cl)Cl.CO. The product is [Cl:1][C:2]1[C:7]([O:8][CH:9]2[CH2:14][CH2:13][N:12]([CH3:43])[CH2:11][CH2:10]2)=[CH:6][CH:5]=[CH:4][C:3]=1[C@H:15]([O:17][C:18]1[CH:22]=[C:21]([N:23]2[C:27]3[CH:28]=[CH:29][C:30]([C:32]4[CH:33]=[N:34][N:35]([CH3:37])[CH:36]=4)=[CH:31][C:26]=3[N:25]=[CH:24]2)[S:20][C:19]=1[C:38]([NH2:40])=[O:39])[CH3:16]. The yield is 0.850. (2) The reactants are [N+:1]([C:4]1[CH:5]=[C:6]([CH2:10][C:11]#[N:12])[CH:7]=[CH:8][CH:9]=1)([O-:3])=[O:2].CSC.B.Cl. The catalyst is C1COCC1.C(O)C. The product is [N+:1]([C:4]1[CH:5]=[C:6]([CH2:10][CH2:11][NH2:12])[CH:7]=[CH:8][CH:9]=1)([O-:3])=[O:2]. The yield is 0.920. (3) The reactants are [Cl-].[C:2]([NH:5][C:6]1[CH:23]=[CH:22][C:9]([NH:10][C:11]2[C:20]3[C:15](=[CH:16][CH:17]=[C:18](N)[CH:19]=3)[NH+:14]=[CH:13][CH:12]=2)=[CH:8][CH:7]=1)(=[O:4])[CH3:3].C=O.[BH3-][C:27]#[N:28].[Na+].[CH3:30]C([O-])=O.[Na+].Cl.N. The product is [CH3:30][N:28]([CH3:27])[C:18]1[CH:19]=[C:20]2[C:15](=[CH:16][CH:17]=1)[N:14]=[CH:13][CH:12]=[C:11]2[NH:10][C:9]1[CH:22]=[CH:23][C:6]([NH:5][C:2](=[O:4])[CH3:3])=[CH:7][CH:8]=1. The yield is 0.910. The catalyst is CO.CO.C(Cl)Cl. (4) The product is [CH2:1]([CH:4]1[N:8]([C:18](=[O:21])[CH:19]=[CH2:20])[C:7]([CH3:10])([CH3:9])[CH2:6][CH2:5]1)[CH:2]=[CH2:3]. The catalyst is C(Cl)Cl. The yield is 0.800. The reactants are [CH2:1]([CH:4]1[NH:8][C:7]([CH3:10])([CH3:9])[CH2:6][CH2:5]1)[CH:2]=[CH2:3].C(N(CC)CC)C.[C:18](Cl)(=[O:21])[CH:19]=[CH2:20].C([O-])(O)=O.[Na+].